From a dataset of Forward reaction prediction with 1.9M reactions from USPTO patents (1976-2016). Predict the product of the given reaction. Given the reactants [CH2:1]([O:5][C:6]1[CH:11]=[CH:10][C:9]([N+:12]([O-])=O)=[C:8]([CH3:15])[CH:7]=1)[CH2:2][CH2:3][CH3:4].CC1C=C(OCCC)C=CC=1N, predict the reaction product. The product is: [CH2:1]([O:5][C:6]1[CH:11]=[CH:10][C:9]([NH2:12])=[C:8]([CH3:15])[CH:7]=1)[CH2:2][CH2:3][CH3:4].